This data is from Merck oncology drug combination screen with 23,052 pairs across 39 cell lines. The task is: Regression. Given two drug SMILES strings and cell line genomic features, predict the synergy score measuring deviation from expected non-interaction effect. Drug 1: CC(=O)OC1C(=O)C2(C)C(O)CC3OCC3(OC(C)=O)C2C(OC(=O)c2ccccc2)C2(O)CC(OC(=O)C(O)C(NC(=O)c3ccccc3)c3ccccc3)C(C)=C1C2(C)C. Drug 2: CC(C)CC(NC(=O)C(Cc1ccccc1)NC(=O)c1cnccn1)B(O)O. Cell line: UACC62. Synergy scores: synergy=-18.6.